From a dataset of Reaction yield outcomes from USPTO patents with 853,638 reactions. Predict the reaction yield, written as a fraction of the theoretical maximum amount of product (1.0 means a 100% yield; for example, 0.34 means a 34% yield). The reactants are [NH2:1][C:2]1[C:3]([C:7]2[N:8]([CH2:35][CH3:36])[C:9]3[CH:14]=[C:13]([O:15][CH2:16][CH2:17][CH2:18][CH2:19][NH:20]C(=O)OC(C)(C)C)[N:12]=[C:11]([C:28]#[C:29][C:30]([OH:33])([CH3:32])[CH3:31])[C:10]=3[N:34]=2)=[N:4][O:5][N:6]=1.Cl. The catalyst is CO. The product is [NH2:20][CH2:19][CH2:18][CH2:17][CH2:16][O:15][C:13]1[N:12]=[C:11]([C:28]#[C:29][C:30]([CH3:31])([OH:33])[CH3:32])[C:10]2[N:34]=[C:7]([C:3]3[C:2]([NH2:1])=[N:6][O:5][N:4]=3)[N:8]([CH2:35][CH3:36])[C:9]=2[CH:14]=1. The yield is 0.890.